Dataset: Peptide-MHC class I binding affinity with 185,985 pairs from IEDB/IMGT. Task: Regression. Given a peptide amino acid sequence and an MHC pseudo amino acid sequence, predict their binding affinity value. This is MHC class I binding data. (1) The peptide sequence is SFSFGGFTF. The MHC is HLA-B35:01 with pseudo-sequence HLA-B35:01. The binding affinity (normalized) is 0.478. (2) The peptide sequence is LLRRRPYPL. The MHC is HLA-B18:01 with pseudo-sequence HLA-B18:01. The binding affinity (normalized) is 0.0847. (3) The peptide sequence is RMMATKDSF. The MHC is HLA-A69:01 with pseudo-sequence HLA-A69:01. The binding affinity (normalized) is 0.0847. (4) The peptide sequence is AVEDFLAFF. The MHC is HLA-A02:03 with pseudo-sequence HLA-A02:03. The binding affinity (normalized) is 0.0847.